This data is from Reaction yield outcomes from USPTO patents with 853,638 reactions. The task is: Predict the reaction yield, written as a fraction of the theoretical maximum amount of product (1.0 means a 100% yield; for example, 0.34 means a 34% yield). (1) The reactants are [NH2:1]/[C:2](/[CH2:9][CH2:10][C:11]1[CH:16]=[CH:15][C:14]([C:17]([F:20])([F:19])[F:18])=[CH:13][CH:12]=1)=[CH:3]\[C:4]([O:6][CH2:7][CH3:8])=[O:5].[C:21]([C:24]1[CH:31]=[CH:30][C:27]([CH:28]=O)=[CH:26][CH:25]=1)([OH:23])=[O:22].C(OC(=O)[CH2:36][C:37]([C@@H:39]1[CH2:43][CH2:42][CH2:41][N:40]1[C:44]([O:46]C(C)(C)C)=O)=O)C.N1CCCCC1.N1C=CC=CC1. The catalyst is CCOC(C)=O.CC#N.O.C1(C)C=CC=CC=1. The product is [CH2:7]([O:6][C:4]([C:3]1[C:2]([CH2:9][CH2:10][C:11]2[CH:12]=[CH:13][C:14]([C:17]([F:18])([F:19])[F:20])=[CH:15][CH:16]=2)=[N:1][C:37]2[C@H:39]3[N:40]([C:44](=[O:46])[C:36]=2[C:28]=1[C:27]1[CH:30]=[CH:31][C:24]([C:21]([OH:23])=[O:22])=[CH:25][CH:26]=1)[CH2:41][CH2:42][CH2:43]3)=[O:5])[CH3:8]. The yield is 0.400. (2) The reactants are C1([NH:4][C:5](=[O:26])[CH:6](C)[N:7]2[C:16](=[O:17])[C:15]3[C:10](=[CH:11][CH:12]=[C:13]([OH:18])[CH:14]=3)[N:9]=[C:8]2[C:19]2[CH:24]=[CH:23][CH:22]=[CH:21][CH:20]=2)CC1.[F:27][C:28]([F:41])([F:40])[S:29](O[S:29]([C:28]([F:41])([F:40])[F:27])(=[O:31])=[O:30])(=[O:31])=[O:30].N1[CH:47]=[CH:46][CH:45]=[CH:44]C=1. No catalyst specified. The product is [CH:46]1([CH2:47][NH:4][C:5]([CH2:6][N:7]2[C:16](=[O:17])[C:15]3[C:10](=[CH:11][CH:12]=[C:13]([O:18][S:29]([C:28]([F:41])([F:40])[F:27])(=[O:31])=[O:30])[CH:14]=3)[N:9]=[C:8]2[C:19]2[CH:20]=[CH:21][CH:22]=[CH:23][CH:24]=2)=[O:26])[CH2:44][CH2:45]1. The yield is 0.680. (3) The reactants are [C:1]([NH:4][C:5]([NH2:7])=[NH:6])(=[O:3])[CH3:2].Br[CH2:9][C:10]([C:12]1[CH:17]=[CH:16][C:15]([O:18][CH:19]([F:21])[F:20])=[CH:14][CH:13]=1)=O. The catalyst is CN(C=O)C. The product is [F:20][CH:19]([F:21])[O:18][C:15]1[CH:16]=[CH:17][C:12]([C:10]2[N:6]=[C:5]([NH:4][C:1](=[O:3])[CH3:2])[NH:7][CH:9]=2)=[CH:13][CH:14]=1. The yield is 0.530. (4) The reactants are [CH2:1]([O:3][C:4](=[O:23])[C:5]([C:10]1[CH:15]=[CH:14][C:13]([N+:16]([O-])=O)=[C:12]([NH:19][CH3:20])[C:11]=1[C:21]#[N:22])([CH3:9])[C:6](=[O:8])[CH3:7])[CH3:2]. The catalyst is CCOC(C)=O.[Pd]. The product is [CH2:1]([O:3][C:4](=[O:23])[C:5]([C:10]1[CH:15]=[CH:14][C:13]([NH2:16])=[C:12]([NH:19][CH3:20])[C:11]=1[C:21]#[N:22])([CH3:9])[C:6](=[O:8])[CH3:7])[CH3:2]. The yield is 0.810. (5) The reactants are [Cl:1][C:2]1[CH:7]=[CH:6][C:5]([Cl:8])=[CH:4][C:3]=1[C:9]1[C:13]([NH2:14])=[CH:12][N:11]([CH3:15])[N:10]=1.C(N(CC)CC)C.[Cl:23][C:24]1[CH:29]=[CH:28][N:27]2[N:30]=[CH:31][C:32]([C:33](Cl)=[O:34])=[C:26]2[N:25]=1. The catalyst is ClCCl. The product is [Cl:23][C:24]1[CH:29]=[CH:28][N:27]2[N:30]=[CH:31][C:32]([C:33]([NH:14][C:13]3[C:9]([C:3]4[CH:4]=[C:5]([Cl:8])[CH:6]=[CH:7][C:2]=4[Cl:1])=[N:10][N:11]([CH3:15])[CH:12]=3)=[O:34])=[C:26]2[N:25]=1. The yield is 0.520. (6) The reactants are [Cl:1][C:2]1[CH:3]=[C:4]([CH:8]2[CH2:12][N:11]([C:13]3[CH:18]=[CH:17][C:16]([F:19])=[CH:15][CH:14]=3)[C:10](=[O:20])[N:9]2[CH:21]2[CH2:26][CH2:25][NH:24][CH2:23][CH2:22]2)[CH:5]=[CH:6][CH:7]=1.[CH2:27]([O:29][C:30]([CH:32]1[CH2:37][CH2:36][N:35]([C:38](=[O:51])[C:39]2[CH:44]=[CH:43][C:42]([CH2:45]OS(C)(=O)=O)=[CH:41][CH:40]=2)[CH2:34][CH2:33]1)=[O:31])[CH3:28].C([O-])([O-])=O.[K+].[K+]. The catalyst is CC#N. The product is [CH2:27]([O:29][C:30]([CH:32]1[CH2:37][CH2:36][N:35]([C:38](=[O:51])[C:39]2[CH:44]=[CH:43][C:42]([CH2:45][N:24]3[CH2:25][CH2:26][CH:21]([N:9]4[CH:8]([C:4]5[CH:5]=[CH:6][CH:7]=[C:2]([Cl:1])[CH:3]=5)[CH2:12][N:11]([C:13]5[CH:14]=[CH:15][C:16]([F:19])=[CH:17][CH:18]=5)[C:10]4=[O:20])[CH2:22][CH2:23]3)=[CH:41][CH:40]=2)[CH2:34][CH2:33]1)=[O:31])[CH3:28]. The yield is 0.530. (7) The reactants are [F:1][C:2]1[CH:7]=[C:6]([O:8][CH3:9])[CH:5]=[CH:4][C:3]=1[C:10]1[CH:15]=[CH:14][N:13]=[C:12]([O:16]C)[CH:11]=1.[OH-].[Na+]. The catalyst is Cl. The product is [F:1][C:2]1[CH:7]=[C:6]([O:8][CH3:9])[CH:5]=[CH:4][C:3]=1[C:10]1[CH:15]=[CH:14][NH:13][C:12](=[O:16])[CH:11]=1. The yield is 0.870. (8) The reactants are ClC(Cl)(O[C:5](=[O:11])OC(Cl)(Cl)Cl)Cl.Cl.[NH:14]1[CH2:18][CH2:17][CH2:16][C@H:15]1[C:19]#[N:20].C(N(CC)CC)C.[NH2:28][CH2:29][CH2:30][NH:31][C:32]1[CH:37]=[CH:36][C:35]([N+:38]([O-:40])=[O:39])=[CH:34][N:33]=1. The catalyst is C(Cl)Cl.CO. The product is [C:19]([C@@H:15]1[CH2:16][CH2:17][CH2:18][N:14]1[C:5]([NH:28][CH2:29][CH2:30][NH:31][C:32]1[CH:37]=[CH:36][C:35]([N+:38]([O-:40])=[O:39])=[CH:34][N:33]=1)=[O:11])#[N:20]. The yield is 0.890. (9) The reactants are [OH:1][CH2:2][CH2:3][N:4]1[CH2:9][CH2:8][N:7]([C:10]2[O:11][CH2:12][C:13](=[O:20])[C:14]=2[C:15]([O:17][CH2:18][CH3:19])=[O:16])[CH2:6][CH2:5]1.[NH:21]1[C:29]2[C:24](=[CH:25][CH:26]=[CH:27][N:28]=2)[C:23]([CH:30]=O)=[CH:22]1.N1CCCCC1. The catalyst is C(O)C. The product is [NH:21]1[C:29]2=[N:28][CH:27]=[CH:26][CH:25]=[C:24]2[C:23]([CH:30]=[C:12]2[O:11][C:10]([N:7]3[CH2:6][CH2:5][N:4]([CH2:3][CH2:2][OH:1])[CH2:9][CH2:8]3)=[C:14]([C:15]([O:17][CH2:18][CH3:19])=[O:16])[C:13]2=[O:20])=[CH:22]1. The yield is 0.100.